Dataset: Peptide-MHC class II binding affinity with 134,281 pairs from IEDB. Task: Regression. Given a peptide amino acid sequence and an MHC pseudo amino acid sequence, predict their binding affinity value. This is MHC class II binding data. The peptide sequence is KHDDAIVRLRNAGIV. The MHC is DRB1_1101 with pseudo-sequence DRB1_1101. The binding affinity (normalized) is 0.458.